Regression/Classification. Given a drug SMILES string, predict its absorption, distribution, metabolism, or excretion properties. Task type varies by dataset: regression for continuous measurements (e.g., permeability, clearance, half-life) or binary classification for categorical outcomes (e.g., BBB penetration, CYP inhibition). Dataset: cyp2c19_veith. From a dataset of CYP2C19 inhibition data for predicting drug metabolism from PubChem BioAssay. (1) The compound is O=C(O)Cc1c[nH]c2ccc(F)cc12. The result is 0 (non-inhibitor). (2) The drug is Cc1cnc(CNc2ncnc3ccc(-c4ccccc4C)cc23)cn1. The result is 1 (inhibitor). (3) The drug is O=C(CCc1ccccc1)NNC(=O)C1CCCCC1. The result is 1 (inhibitor). (4) The molecule is N#Cc1cccc(NC(=O)N2CC[C@@]3(CCCNC3)C2)c1. The result is 0 (non-inhibitor).